This data is from Forward reaction prediction with 1.9M reactions from USPTO patents (1976-2016). The task is: Predict the product of the given reaction. (1) The product is: [Cl:1][C:2]1[CH:7]=[CH:6][C:5]([N:8]2[C:14](=[O:15])[CH:13]([CH2:35][CH3:36])[C:12]3=[N:16][N:17]=[C:18]([CH3:19])[N:11]3[C:10]3[CH:20]=[CH:21][CH:22]=[CH:23][C:9]2=3)=[CH:4][CH:3]=1. Given the reactants [Cl:1][C:2]1[CH:7]=[CH:6][C:5]([N:8]2[C:14](=[O:15])[CH2:13][C:12]3=[N:16][N:17]=[C:18]([CH3:19])[N:11]3[C:10]3[CH:20]=[CH:21][CH:22]=[CH:23][C:9]2=3)=[CH:4][CH:3]=1.C[Si]([N-][Si](C)(C)C)(C)C.[Li+].I[CH2:35][CH3:36], predict the reaction product. (2) The product is: [C:6]([O:10][C:11]([N:13]1[CH2:17][CH2:16][C@H:15]([O:18][S:2]([CH3:1])(=[O:4])=[O:3])[C@H:14]1[C:19](=[O:24])[N:20]([O:22][CH3:23])[CH3:21])=[O:12])([CH3:9])([CH3:8])[CH3:7]. Given the reactants [CH3:1][S:2](Cl)(=[O:4])=[O:3].[C:6]([O:10][C:11]([N:13]1[CH2:17][CH2:16][C@H:15]([OH:18])[C@H:14]1[C:19](=[O:24])[N:20]([O:22][CH3:23])[CH3:21])=[O:12])([CH3:9])([CH3:8])[CH3:7].C(N(CC)CC)C, predict the reaction product. (3) Given the reactants [C:1](N1C=CN=C1)([N:3]1[CH:7]=[CH:6][N:5]=[CH:4]1)=[O:2].[C:13]1([CH:19]([C:26]2[CH:31]=[CH:30][CH:29]=[CH:28][CH:27]=2)[N:20]2[CH2:25][CH2:24][NH:23][CH2:22][CH2:21]2)[CH:18]=[CH:17][CH:16]=[CH:15][CH:14]=1.C1CCN2C(=NCCC2)CC1.C(Cl)Cl, predict the reaction product. The product is: [N:3]1([C:1]([N:23]2[CH2:22][CH2:21][N:20]([CH:19]([C:13]3[CH:14]=[CH:15][CH:16]=[CH:17][CH:18]=3)[C:26]3[CH:31]=[CH:30][CH:29]=[CH:28][CH:27]=3)[CH2:25][CH2:24]2)=[O:2])[CH:7]=[CH:6][N:5]=[CH:4]1. (4) Given the reactants Cl[CH:2]([C:14]1[CH:19]=[CH:18][CH:17]=[CH:16][CH:15]=1)[C:3]([C:5]1[C:13]2[C:8](=[CH:9][CH:10]=[CH:11][CH:12]=2)[NH:7][CH:6]=1)=[O:4].[CH3:20][O:21][C:22]1[CH:23]=[C:24]([CH:26]=[CH:27][C:28]=1[Cl:29])[NH2:25].CCN(C(C)C)C(C)C, predict the reaction product. The product is: [Cl:29][C:28]1[CH:27]=[CH:26][C:24]([NH:25][CH:2]([C:14]2[CH:19]=[CH:18][CH:17]=[CH:16][CH:15]=2)[C:3]([C:5]2[C:13]3[C:8](=[CH:9][CH:10]=[CH:11][CH:12]=3)[NH:7][CH:6]=2)=[O:4])=[CH:23][C:22]=1[O:21][CH3:20]. (5) Given the reactants [NH2:1][CH2:2][C:3]1[CH:4]=[C:5]([N:9]([CH3:20])[C:10](=[O:19])[C:11]2[CH:16]=[CH:15][C:14]([O:17][CH3:18])=[CH:13][CH:12]=2)[CH:6]=[CH:7][CH:8]=1.C(N(CC)CC)C.[CH3:28][O:29][C:30]([C:32]1[CH:33]=[CH:34][CH:35]=[C:36]2[C:41]=1[N:40]=[CH:39][N:38]=[C:37]2Cl)=[O:31], predict the reaction product. The product is: [CH3:28][O:29][C:30]([C:32]1[CH:33]=[CH:34][CH:35]=[C:36]2[C:41]=1[N:40]=[CH:39][N:38]=[C:37]2[NH:1][CH2:2][C:3]1[CH:8]=[CH:7][CH:6]=[C:5]([N:9]([C:10](=[O:19])[C:11]2[CH:12]=[CH:13][C:14]([O:17][CH3:18])=[CH:15][CH:16]=2)[CH3:20])[CH:4]=1)=[O:31].